Dataset: Reaction yield outcomes from USPTO patents with 853,638 reactions. Task: Predict the reaction yield, written as a fraction of the theoretical maximum amount of product (1.0 means a 100% yield; for example, 0.34 means a 34% yield). (1) The reactants are [OH:1][C:2]1[CH:11]=[CH:10][C:5]([C:6]([NH:8][NH2:9])=[O:7])=[CH:4][CH:3]=1.[C:12]1([CH3:20])[CH:17]=[CH:16][C:15]([CH:18]=O)=[CH:14][CH:13]=1. The catalyst is C(O)(=O)C.CCO. The product is [CH3:20][C:12]1[CH:17]=[CH:16][C:15]([CH:18]=[N:9][NH:8][C:6](=[O:7])[C:5]2[CH:10]=[CH:11][C:2]([OH:1])=[CH:3][CH:4]=2)=[CH:14][CH:13]=1. The yield is 0.960. (2) The reactants are Cl[C:2]1[CH:7]=[C:6]([C:8]([F:11])([F:10])[F:9])[N:5]=[C:4]([C:12]2[CH:13]=[N:14][C:15]([C:18]([F:21])([F:20])[F:19])=[CH:16][CH:17]=2)[N:3]=1.[Cl:22][C:23]1[CH:29]=[CH:28][C:27]([O:30][CH3:31])=[CH:26][C:24]=1[NH2:25].Cl.[OH-].[Na+]. The catalyst is O.C(O)C. The product is [Cl:22][C:23]1[CH:29]=[CH:28][C:27]([O:30][CH3:31])=[CH:26][C:24]=1[NH:25][C:2]1[CH:7]=[C:6]([C:8]([F:11])([F:10])[F:9])[N:5]=[C:4]([C:12]2[CH:13]=[N:14][C:15]([C:18]([F:21])([F:20])[F:19])=[CH:16][CH:17]=2)[N:3]=1. The yield is 0.0400. (3) The reactants are [N:1]1[C:6]([C:7]([OH:9])=[O:8])=[CH:5][CH:4]=[CH:3][C:2]=1[C:10]([OH:12])=O.[F:13][C:14]1[CH:26]=[CH:25][C:17]([CH2:18][N:19]2[CH2:24][CH2:23][NH:22][CH2:21][CH2:20]2)=[CH:16][CH:15]=1.[CH2:27](N(CC)CC)C.CN(C(ON1N=NC2C=CC=NC1=2)=[N+](C)C)C.F[P-](F)(F)(F)(F)F. The catalyst is O1CCCC1.CO.C[Si](C=[N+]=[N-])(C)C.CCCCCC. The product is [F:13][C:14]1[CH:26]=[CH:25][C:17]([CH2:18][N:19]2[CH2:24][CH2:23][N:22]([C:10]([C:2]3[N:1]=[C:6]([C:7]([O:9][CH3:27])=[O:8])[CH:5]=[CH:4][CH:3]=3)=[O:12])[CH2:21][CH2:20]2)=[CH:16][CH:15]=1. The yield is 0.500.